This data is from Forward reaction prediction with 1.9M reactions from USPTO patents (1976-2016). The task is: Predict the product of the given reaction. The product is: [N:1]1[N:2]=[C:3]([C:10]2[CH:19]=[CH:18][C:17]3[C:12](=[C:13]([O:21][C@H:22]4[C@H:28]([F:29])[CH2:27][CH2:26][NH:25][CH2:24][CH2:23]4)[CH:14]=[C:15]([F:20])[CH:16]=3)[N:11]=2)[N:4]2[CH:9]=[CH:8][CH:7]=[CH:6][C:5]=12. Given the reactants [N:1]1[N:2]=[C:3]([C:10]2[CH:19]=[CH:18][C:17]3[C:12](=[C:13]([O:21][C@H:22]4[C@H:28]([F:29])[CH2:27][CH2:26][N:25](C(OC(C)(C)C)=O)[CH2:24][CH2:23]4)[CH:14]=[C:15]([F:20])[CH:16]=3)[N:11]=2)[N:4]2[CH:9]=[CH:8][CH:7]=[CH:6][C:5]=12.Cl, predict the reaction product.